This data is from Experimentally validated miRNA-target interactions with 360,000+ pairs, plus equal number of negative samples. The task is: Binary Classification. Given a miRNA mature sequence and a target amino acid sequence, predict their likelihood of interaction. (1) The miRNA is mmu-miR-340-5p with sequence UUAUAAAGCAAUGAGACUGAUU. The protein sequence of the target gene is MVPKSDQLLIVVSILEGRHFPKRPKHLLVVEAKFDGEQLATDPVDHTDQPEFATELAWEIDRKVLHQHRLQRTPIKLQCFALDPQTSAKETVGYIVLDLRTAQETKQAPKWYQLLSNKYTKFKAEVQISLTLETDTKAQVDSYKAKAAPPRDGKVLASLAGVDPKDIVAVLNEEGGYHQIGPAEHCTDPFILSVTIAFATQLEQLIPCTMKLPERQPEFFFYYSLLGNDVTNEPFSDLINPNFEPERASVRIRSSVEILRVYLALHSKLQIHLCCGDQSLGSTEIPLNGLLKKGSTEINQ.... Result: 1 (interaction). (2) The miRNA is hsa-miR-216a-3p with sequence UCACAGUGGUCUCUGGGAUUAU. The protein sequence of the target gene is MMAQFPTAMNGGPNMWAITSEERTKHDRQFDNLKPSGGYITGDQARNFFLQSGLPAPVLAEIWALSDLNKDGKMDQQEFSIAMKLIKLKLQGQQLPVVLPPIMKQPPMFSPLISARFGMGSMPNLSIPQPLPPAAPITSLSSATSGTNLPPLMMPTPLVPSVSTSSLPNGTASLIQPLPIPYSSSTLPHGSSYSLMMGGFGGASIQKAQSLIDLGSSSSTSSTASLSGNSPKTGTSEWAVPQPTRLKYRQKFNTLDKSMSGYLSGFQARNALLQSNLSQTQLATIWTLADVDGDGQLKAE.... Result: 1 (interaction). (3) The protein sequence of the target gene is MSRCAQAAEVAATVPGAGVGNVGLRPPMVPRQASFFPPPVPNPFVQQTQIGSARRVQIVLLGIILLPIRVLLVALILLLAWPFAAISTVCCPEKLTHPITGWRRKITQTALKFLGRAMFFSMGFIVAVKGKIASPLEAPVFVAAPHSTFFDGIACVVAGLPSMVSRNENAQVPLIGRLLRAVQPVLVSRVDPDSRKNTINEIIKRTTSGGEWPQILVFPEGTCTNRSCLITFKPGAFIPGVPVQPVLLRYPNKLDTVTWTWQGYTFIQLCMLTFCQLFTKVEVEFMPVQVPNDEEKNDPV.... The miRNA is mmu-miR-1933-3p with sequence CCAGGACCAUCAGUGUGACUAU. Result: 0 (no interaction). (4) The miRNA is mmu-miR-7035-3p with sequence UCUGAGCCGCUGUCCCUGCAG. The protein sequence of the target gene is MVNSCCGSVCSDQGCGLENCCRPSYCQTTCCRTTCCRPSCCVSSCCRPQCCQTTCCRTTCCHPSCCVSSCCRPQCCQSVCCQPTCCRPQCCQTTCCRTTCCRPSCCRPQCCQSVCCQPTCCCPSYCVSSCCRPQCCQTTCCRTTCCRPSCCVSRCYRPHCGQSLCC. Result: 0 (no interaction). (5) The miRNA is hsa-miR-3139 with sequence UAGGAGCUCAACAGAUGCCUGUU. The protein sequence of the target gene is MAKERGLISPSDFAQLQKYMEYSTKKVSDVLKLFEDGEMAKYVQGDAIGYEGFQQFLKIYLEVDNVPRHLSLALFQSFETGHCLNETNVTKDVVCLNDVSCYFSLLEGGRPEDKLEFTFKLYDTDRNGILDSSEVDKIILQMMRVAEYLDWDVSELRPILQEMMKEIDYDGSGSVSQAEWVRAGATTVPLLVLLGLEMTLKDDGQHMWRPKRFPRPVYCNLCESSIGLGKQGLSCNLCKYTVHDQCAMKALPCEVSTYAKSRKDIGVQSHVWVRGGCESGRCDRCQKKIRIYHSLTGLHC.... Result: 0 (no interaction). (6) The miRNA is mmu-miR-883a-3p with sequence UAACUGCAACAGCUCUCAGUAU. The protein sequence of the target gene is MSVMVVRKKVTRKWEKLPGRNTFCCDGRVMMARQKGIFYLTLFLILGTCTLFFAFECRYLAVQLSPAIPVFAAMLFLFSMATLLRTSFSDPGVIPRALPDEAAFIEMEIEATNGAVPQGQRPPPRIKNFQINNQIVKLKYCYTCKIFRPPRASHCSICDNCVERFDHHCPWVGNCVGKRNYRYFYLFILSLSLLTIYVFAFNIVYVALKSLKIGFLETLKETPGTVLEVLICFFTLWSVVGLTGFHTFLVALNQTTNEDIKGSWTGKNRVQNPYSHGNIVKNCCEVLCGPLPPSVLDRRG.... Result: 0 (no interaction).